Dataset: Full USPTO retrosynthesis dataset with 1.9M reactions from patents (1976-2016). Task: Predict the reactants needed to synthesize the given product. (1) Given the product [F:47][C:36]1[C:37]([NH:39][C@@H:40]([C:43]([CH3:46])([CH3:45])[CH3:44])[CH2:41][OH:42])=[N:38][C:31]([C:10]2[C:4]3[C:5](=[N:6][CH:7]=[C:2]([F:1])[CH:3]=3)[N:8]([S:20]([C:23]3[CH:28]=[CH:27][C:26]([CH3:29])=[CH:25][CH:24]=3)(=[O:22])=[O:21])[CH:9]=2)=[C:32]([CH:35]=1)[C:33]#[N:34], predict the reactants needed to synthesize it. The reactants are: [F:1][C:2]1[CH:3]=[C:4]2[C:10](B3OC(C)(C)C(C)(C)O3)=[CH:9][N:8]([S:20]([C:23]3[CH:28]=[CH:27][C:26]([CH3:29])=[CH:25][CH:24]=3)(=[O:22])=[O:21])[C:5]2=[N:6][CH:7]=1.Cl[C:31]1[N:38]=[C:37]([NH:39][C@@H:40]([C:43]([CH3:46])([CH3:45])[CH3:44])[CH2:41][OH:42])[C:36]([F:47])=[CH:35][C:32]=1[C:33]#[N:34].[O-]P([O-])([O-])=O.[K+].[K+].[K+].CC(C1C=C(C(C)C)C(C2C=CC=CC=2P(C2CCCCC2)C2CCCCC2)=C(C(C)C)C=1)C. (2) Given the product [Cl:1][C:2]1[CH:3]=[C:4]2[C:9](=[C:10]([Cl:12])[CH:11]=1)[CH2:8][N:7]([CH3:13])[CH2:6][CH:5]2[C:14]1[CH:19]=[CH:18][C:17]([NH2:20])=[CH:16][CH:15]=1, predict the reactants needed to synthesize it. The reactants are: [Cl:1][C:2]1[CH:3]=[C:4]2[C:9](=[C:10]([Cl:12])[CH:11]=1)[CH2:8][N:7]([CH3:13])[CH2:6][CH:5]2[C:14]1[CH:19]=[CH:18][C:17]([NH:20]C(=O)C)=[CH:16][CH:15]=1. (3) Given the product [CH3:35][O:34][C:31]1[CH:30]=[CH:29][C:28]([N:26]([CH3:27])[C:24]2[C:23]3[C:18](=[CH:19][CH:20]=[C:21]([CH3:1])[CH:22]=3)[N:17]=[C:16]([NH:15][CH2:14][CH2:13][NH:12][C:7](=[O:9])[CH3:6])[N:25]=2)=[CH:33][CH:32]=1, predict the reactants needed to synthesize it. The reactants are: [C:1](Cl)(=O)C.F[C:6](F)(F)[C:7]([OH:9])=O.[NH2:12][CH2:13][CH2:14][NH:15][C:16]1[N:25]=[C:24]([N:26]([C:28]2[CH:33]=[CH:32][C:31]([O:34][CH3:35])=[CH:30][CH:29]=2)[CH3:27])[C:23]2[C:18](=[CH:19][CH:20]=[CH:21][CH:22]=2)[N:17]=1.CCN(C(C)C)C(C)C. (4) Given the product [OH:1][C:2]1([CH2:15][CH2:16][NH:17][C:18](=[O:24])[O:19][C:20]([CH3:22])([CH3:21])[CH3:23])[CH2:7][CH2:6][NH:5][CH2:4][CH2:3]1, predict the reactants needed to synthesize it. The reactants are: [OH:1][C:2]1([CH2:15][CH2:16][NH:17][C:18](=[O:24])[O:19][C:20]([CH3:23])([CH3:22])[CH3:21])[CH2:7][CH2:6][N:5](CC2C=CC=CC=2)[CH2:4][CH2:3]1. (5) Given the product [CH3:2][C:3]([C:6]([O:8][CH3:9])=[O:7])([CH3:5])[NH:4][CH2:18][CH2:17][CH:16]([CH3:20])[CH3:15], predict the reactants needed to synthesize it. The reactants are: Cl.[CH3:2][C:3]([C:6]([O:8][CH3:9])=[O:7])([CH3:5])[NH2:4].C([O-])(=O)C.[K+].[CH3:15][CH:16]([CH3:20])[CH2:17][CH:18]=O.C(O[BH-](OC(=O)C)OC(=O)C)(=O)C.[Na+].C(=O)(O)[O-].[Na+].C(=O)([O-])[O-].[Na+].[Na+]. (6) Given the product [NH:1]1[C:9]2[C:4](=[C:5]([C:10]3[N:11]=[C:12]([N:22]4[CH2:23][CH2:24][O:25][CH2:26][CH2:27]4)[C:13]4[CH:18]=[C:17]([C:19]([NH:31][CH:29]([CH3:30])[CH3:28])=[O:21])[S:16][C:14]=4[N:15]=3)[CH:6]=[CH:7][CH:8]=2)[CH:3]=[N:2]1, predict the reactants needed to synthesize it. The reactants are: [NH:1]1[C:9]2[C:4](=[C:5]([C:10]3[N:11]=[C:12]([N:22]4[CH2:27][CH2:26][O:25][CH2:24][CH2:23]4)[C:13]4[CH:18]=[C:17]([C:19]([OH:21])=O)[S:16][C:14]=4[N:15]=3)[CH:6]=[CH:7][CH:8]=2)[CH:3]=[N:2]1.[CH3:28][CH:29]([NH2:31])[CH3:30]. (7) Given the product [NH2:15][C:9]1[CH:10]=[C:11]2[C:6](=[CH:7][CH:8]=1)[NH:5][C:4]1[CH2:3][N:2]([CH3:1])[CH2:14][CH2:13][C:12]2=1, predict the reactants needed to synthesize it. The reactants are: [CH3:1][N:2]1[CH2:14][CH2:13][C:12]2[C:11]3[C:6](=[CH:7][CH:8]=[C:9]([N+:15]([O-])=O)[CH:10]=3)[NH:5][C:4]=2[CH2:3]1. (8) Given the product [CH2:26]([O:28][C:29](=[O:49])[CH2:30][C:31]1([C:34]2[CH:39]=[CH:38][C:37]([C:2]3[CH:7]=[CH:6][C:5]([C:8]4[O:12][N:11]=[C:10]([CH3:13])[C:9]=4[NH:14][CH:15]([CH3:25])[CH2:16][C:17]4[CH:22]=[CH:21][C:20]([O:23][CH3:24])=[CH:19][CH:18]=4)=[CH:4][CH:3]=3)=[CH:36][CH:35]=2)[CH2:33][CH2:32]1)[CH3:27], predict the reactants needed to synthesize it. The reactants are: Br[C:2]1[CH:7]=[CH:6][C:5]([C:8]2[O:12][N:11]=[C:10]([CH3:13])[C:9]=2[NH:14][CH:15]([CH3:25])[CH2:16][C:17]2[CH:22]=[CH:21][C:20]([O:23][CH3:24])=[CH:19][CH:18]=2)=[CH:4][CH:3]=1.[CH2:26]([O:28][C:29](=[O:49])[CH2:30][C:31]1([C:34]2[CH:39]=[CH:38][C:37](B3OC(C)(C)C(C)(C)O3)=[CH:36][CH:35]=2)[CH2:33][CH2:32]1)[CH3:27].